This data is from Peptide-MHC class I binding affinity with 185,985 pairs from IEDB/IMGT. The task is: Regression. Given a peptide amino acid sequence and an MHC pseudo amino acid sequence, predict their binding affinity value. This is MHC class I binding data. The peptide sequence is FTVKLGGVFH. The MHC is HLA-A31:01 with pseudo-sequence HLA-A31:01. The binding affinity (normalized) is 0.395.